This data is from Full USPTO retrosynthesis dataset with 1.9M reactions from patents (1976-2016). The task is: Predict the reactants needed to synthesize the given product. Given the product [C:1]([CH2:3][NH:4][C:5]([C:7]1([NH:13][C:54](=[O:55])[C:31]2[CH:30]=[CH:26][C:25]([N:22]3[CH2:21][CH2:20][N:19]([CH2:18][CH2:17][O:16][CH3:15])[CH2:24][CH2:23]3)=[CH:33][CH:32]=2)[CH2:12][CH2:11][CH2:10][CH2:9][CH2:8]1)=[O:6])#[N:2], predict the reactants needed to synthesize it. The reactants are: [C:1]([CH2:3][NH:4][C:5]([C:7]1([NH2:13])[CH2:12][CH2:11][CH2:10][CH2:9][CH2:8]1)=[O:6])#[N:2].Cl.[CH3:15][O:16][CH2:17][CH2:18][N:19]1[CH2:24][CH2:23][N:22]([C:25]2[CH:33]=[CH:32][CH:31]=[CH:30][C:26]=2C(O)=O)[CH2:21][CH2:20]1.C1C=CC2N(O)N=NC=2C=1.C(N(CC)CC)C.CN([CH:54]=[O:55])C.